Dataset: Peptide-MHC class I binding affinity with 185,985 pairs from IEDB/IMGT. Task: Regression. Given a peptide amino acid sequence and an MHC pseudo amino acid sequence, predict their binding affinity value. This is MHC class I binding data. The peptide sequence is MDGIQYGRSG. The MHC is HLA-B18:01 with pseudo-sequence HLA-B18:01. The binding affinity (normalized) is 0.